From a dataset of NCI-60 drug combinations with 297,098 pairs across 59 cell lines. Regression. Given two drug SMILES strings and cell line genomic features, predict the synergy score measuring deviation from expected non-interaction effect. (1) Drug 1: CC1OCC2C(O1)C(C(C(O2)OC3C4COC(=O)C4C(C5=CC6=C(C=C35)OCO6)C7=CC(=C(C(=C7)OC)O)OC)O)O. Drug 2: C1CNP(=O)(OC1)N(CCCl)CCCl. Cell line: NCIH23. Synergy scores: CSS=51.6, Synergy_ZIP=3.77, Synergy_Bliss=3.67, Synergy_Loewe=-46.1, Synergy_HSA=1.95. (2) Drug 1: C1=CN(C(=O)N=C1N)C2C(C(C(O2)CO)O)O.Cl. Drug 2: C1CCC(C(C1)N)N.C(=O)(C(=O)[O-])[O-].[Pt+4]. Cell line: EKVX. Synergy scores: CSS=7.92, Synergy_ZIP=-2.54, Synergy_Bliss=2.35, Synergy_Loewe=1.04, Synergy_HSA=1.76.